This data is from Full USPTO retrosynthesis dataset with 1.9M reactions from patents (1976-2016). The task is: Predict the reactants needed to synthesize the given product. (1) Given the product [Br:1][C:2]1[N:3]=[C:4]([C:8]([OH:15])([CH3:10])[CH2:9][OH:25])[CH:5]=[CH:6][CH:7]=1, predict the reactants needed to synthesize it. The reactants are: [Br:1][C:2]1[CH:7]=[CH:6][CH:5]=[C:4]([C:8]([CH3:10])=[CH2:9])[N:3]=1.C[N+]1([O-])CC[O:15]CC1.S(S([O-])=O)([O-])=O.[OH2:25]. (2) Given the product [CH2:24]([S:30]([O-:33])(=[O:32])=[O:31])[CH2:25][S:26]([O-:29])(=[O:28])=[O:27].[CH3:19][NH+:18]([CH3:20])[C:14]1[CH:15]=[CH:16][C:17]2[NH:4][C:5]3[C:10]([S:11][C:12]=2[CH:13]=1)=[CH:9][C:8]([NH+:21]([CH3:23])[CH3:22])=[CH:7][CH:6]=3, predict the reactants needed to synthesize it. The reactants are: C([N:4]1[C:17]2[CH:16]=[CH:15][C:14]([N:18]([CH3:20])[CH3:19])=[CH:13][C:12]=2[S:11][C:10]2[C:5]1=[CH:6][CH:7]=[C:8]([N:21]([CH3:23])[CH3:22])[CH:9]=2)(=O)C.[CH2:24]([S:30]([OH:33])(=[O:32])=[O:31])[CH2:25][S:26]([OH:29])(=[O:28])=[O:27]. (3) Given the product [O:1]1[CH:5]=[CH:4][CH:3]=[C:2]1[C:6]1[O:10][C:9]([NH:11][C:12]([C:14]2[CH:19]=[CH:18][C:17]([C:48]3[CH:49]=[CH:50][C:45]([S:41](=[O:44])(=[O:43])[NH2:42])=[CH:46][CH:47]=3)=[CH:16][CH:15]=2)=[O:13])=[N:8][N:7]=1, predict the reactants needed to synthesize it. The reactants are: [O:1]1[CH:5]=[CH:4][CH:3]=[C:2]1[C:6]1[O:10][C:9]([NH:11][C:12]([C:14]2[CH:19]=[CH:18][C:17](I)=[CH:16][CH:15]=2)=[O:13])=[N:8][N:7]=1.O1C=CC=C1C1OC(NC(C2C=CC=C(I)C=2)=O)=NN=1.[S:41]([C:45]1[CH:50]=[CH:49][C:48](B2OC(C)(C)C(C)(C)O2)=[CH:47][CH:46]=1)(=[O:44])(=[O:43])[NH2:42]. (4) Given the product [ClH:32].[CH3:1][N:2]1[CH2:7][CH2:6][CH:5]([C:8]2[C:16]3[CH:15]=[C:14]([O:17][S:29]([C:23]4[CH:28]=[CH:27][CH:26]=[CH:25][CH:24]=4)(=[O:31])=[O:30])[CH:13]=[CH:12][C:11]=3[N:10]3[CH2:18][CH2:19][CH2:20][C:9]=23)[CH2:4][CH2:3]1, predict the reactants needed to synthesize it. The reactants are: [CH3:1][N:2]1[CH2:7][CH2:6][CH:5]([C:8]2[C:16]3[CH:15]=[C:14]([OH:17])[CH:13]=[CH:12][C:11]=3[N:10]3[CH2:18][CH2:19][CH2:20][C:9]=23)[CH2:4][CH2:3]1.[OH-].[Na+].[C:23]1([S:29]([Cl:32])(=[O:31])=[O:30])[CH:28]=[CH:27][CH:26]=[CH:25][CH:24]=1. (5) The reactants are: [CH3:1][N:2]([CH3:8])[CH2:3][CH:4]([OH:7])[CH2:5][OH:6].[Na][Na].[H-].[Na+].CS(O[CH2:18][CH2:19][CH2:20][CH2:21][CH2:22][CH2:23][CH2:24][CH2:25]/[CH:26]=[CH:27]\[CH2:28][CH2:29][CH2:30][CH3:31])(=O)=O. Given the product [CH3:1][N:2]([CH2:3][CH:4]([O:7][CH2:31][CH2:30][CH2:29][CH2:28][CH2:27][CH2:26][CH2:25][CH2:24]/[CH:23]=[CH:22]\[CH2:21][CH2:20][CH2:19][CH3:18])[CH2:5][O:6][CH2:18][CH2:19][CH2:20][CH2:21][CH2:22][CH2:23][CH2:24][CH2:25]/[CH:26]=[CH:27]\[CH2:28][CH2:29][CH2:30][CH3:31])[CH3:8], predict the reactants needed to synthesize it. (6) Given the product [Cl:34][C:31]1[CH:30]=[CH:29][C:28]([CH:27]([O:35][CH:36]2[CH2:39][N:38]([C:40]([NH:42][CH:43]3[CH2:44][CH2:20][CH2:2][CH2:3][CH2:46]3)=[O:41])[CH2:37]2)[C:26]2[CH:47]=[CH:48][C:49]([Cl:51])=[CH:50][CH:25]=2)=[CH:33][CH:32]=1, predict the reactants needed to synthesize it. The reactants are: Cl[C:2]1[CH:20]=CC(C(OC2CNC2)C2C=CC(Cl)=CC=2)=C[CH:3]=1.[N-]=C=O.Cl[C:25]1[CH:50]=[C:49]([Cl:51])[CH:48]=[CH:47][C:26]=1[CH:27]([O:35][CH:36]1[CH2:39][N:38]([C:40]([NH:42][C:43]([CH3:46])(C)[CH3:44])=[O:41])[CH2:37]1)[C:28]1[CH:33]=[CH:32][C:31]([Cl:34])=[CH:30][CH:29]=1. (7) Given the product [CH2:18]([C:20]1[CH:25]=[CH:24][CH:23]=[CH:22][C:21]=1[N:26]1[CH2:27][CH2:28][N:29]([C:2]2[C:7]([C:8]#[N:9])=[C:6]([NH:10][CH2:11][CH2:12][OH:13])[N:5]=[C:4]([NH:14][CH2:15][CH2:16][OH:17])[N:3]=2)[CH2:30][CH2:31]1)[CH3:19], predict the reactants needed to synthesize it. The reactants are: Cl[C:2]1[C:7]([C:8]#[N:9])=[C:6]([NH:10][CH2:11][CH2:12][OH:13])[N:5]=[C:4]([NH:14][CH2:15][CH2:16][OH:17])[N:3]=1.[CH2:18]([C:20]1[CH:25]=[CH:24][CH:23]=[CH:22][C:21]=1[N:26]1[CH2:31][CH2:30][NH:29][CH2:28][CH2:27]1)[CH3:19].C(N(C(C)C)C(C)C)C. (8) The reactants are: [Br:1][C:2]1[CH:3]=[CH:4][C:5]([NH2:8])=[N:6][CH:7]=1.Cl[C:10]1[C:19]2=[N:20][N:21](CC3C=CC(OC)=CC=3)[CH:22]=[C:18]2[C:17]2[CH:16]=[CH:15][CH:14]=[CH:13][C:12]=2[N:11]=1. Given the product [Br:1][C:2]1[CH:3]=[CH:4][C:5]([NH:8][C:10]2[C:19]3[NH:20][N:21]=[CH:22][C:18]=3[C:17]3[CH:16]=[CH:15][CH:14]=[CH:13][C:12]=3[N:11]=2)=[N:6][CH:7]=1, predict the reactants needed to synthesize it.